From a dataset of Reaction yield outcomes from USPTO patents with 853,638 reactions. Predict the reaction yield, written as a fraction of the theoretical maximum amount of product (1.0 means a 100% yield; for example, 0.34 means a 34% yield). (1) The reactants are [CH3:1][O:2][C:3](=[O:17])[C:4]1[CH:9]=[CH:8][CH:7]=[C:6]([C:10](=O)[CH2:11][CH2:12][C:13](=O)[CH3:14])[CH:5]=1.Cl.[CH2:19]([O:26][C:27]1[CH:33]=[CH:32][CH:31]=[CH:30][C:28]=1[NH2:29])[C:20]1[CH:25]=[CH:24][CH:23]=[CH:22][CH:21]=1.C(N(CC)CC)C. The catalyst is C1(C)C=CC=CC=1.C(OCC)(=O)C. The product is [CH3:1][O:2][C:3](=[O:17])[C:4]1[CH:9]=[CH:8][CH:7]=[C:6]([C:10]2[N:29]([C:28]3[CH:30]=[CH:31][CH:32]=[CH:33][C:27]=3[O:26][CH2:19][C:20]3[CH:21]=[CH:22][CH:23]=[CH:24][CH:25]=3)[C:13]([CH3:14])=[CH:12][CH:11]=2)[CH:5]=1. The yield is 0.570. (2) The reactants are [CH:1]1([CH:7]([NH:19][C:20]2[CH:28]=[CH:27][C:23](C(O)=O)=[CH:22][CH:21]=2)[C:8]2[O:9][C:10]3[CH:17]=[CH:16][C:15]([F:18])=[CH:14][C:11]=3[C:12]=2[CH3:13])[CH2:6][CH2:5][CH2:4][CH2:3][CH2:2]1.CNC[CH2:32][C:33]([O:35][CH2:36][CH3:37])=[O:34].O.ON1C2C=CC=CC=2N=N1.Cl.C(N=C=NCCCN(C)C)C.Cl.[CH3:62][N:63]([CH3:66])[CH:64]=[O:65]. The catalyst is C(N(CC)CC)C. The product is [CH:1]1([CH:7]([NH:19][C:20]2[CH:28]=[CH:27][C:23]([C:64]([N:63]([CH3:66])[CH2:62][CH2:32][C:33]([O:35][CH2:36][CH3:37])=[O:34])=[O:65])=[CH:22][CH:21]=2)[C:8]2[O:9][C:10]3[CH:17]=[CH:16][C:15]([F:18])=[CH:14][C:11]=3[C:12]=2[CH3:13])[CH2:2][CH2:3][CH2:4][CH2:5][CH2:6]1. The yield is 0.410. (3) The reactants are C(OC([NH:8][C:9]1[CH:10]=[C:11]([C:15]2[CH:16]=[CH:17][C:18]3[N:19]([C:21]([C:24]4[CH:29]=[CH:28][CH:27]=[CH:26][C:25]=4[O:30][CH3:31])=[N:22][N:23]=3)[CH:20]=2)[CH:12]=[CH:13][CH:14]=1)=O)(C)(C)C.[ClH:32].C(OCC)(=O)C. No catalyst specified. The product is [ClH:32].[NH2:8][C:9]1[CH:10]=[C:11]([C:15]2[CH:16]=[CH:17][C:18]3[N:19]([C:21]([C:24]4[CH:29]=[CH:28][CH:27]=[CH:26][C:25]=4[O:30][CH3:31])=[N:22][N:23]=3)[CH:20]=2)[CH:12]=[CH:13][CH:14]=1. The yield is 0.150. (4) The reactants are CC(OC(/N=N/C(OC(C)C)=O)=O)C.O[CH2:16][CH2:17][C:18]1[CH:23]=[CH:22][N:21]=[CH:20][CH:19]=1.[N+:24]([C:27]1[CH:28]=[N:29][NH:30][CH:31]=1)([O-:26])=[O:25].C1(P(C2C=CC=CC=2)C2C=CC=CC=2)C=CC=CC=1. The catalyst is C1COCC1. The product is [N+:24]([C:27]1[CH:28]=[N:29][N:30]([CH2:16][CH2:17][C:18]2[CH:23]=[CH:22][N:21]=[CH:20][CH:19]=2)[CH:31]=1)([O-:26])=[O:25]. The yield is 1.00. (5) The yield is 0.850. The catalyst is CCN(CC)CC. The product is [C:14]([C:16]1[CH:17]=[C:18]([NH:22][C:6]([C:2]2[S:1][CH:5]=[CH:4][CH:3]=2)=[O:7])[CH:19]=[CH:20][CH:21]=1)#[CH:15]. The reactants are [S:1]1[CH:5]=[CH:4][CH:3]=[C:2]1[C:6](Cl)=[O:7].C1COCC1.[C:14]([C:16]1[CH:17]=[C:18]([NH2:22])[CH:19]=[CH:20][CH:21]=1)#[CH:15]. (6) The reactants are [N:1]1[C:2]([NH:10][C:11](=[O:14])[CH2:12][CH3:13])=[CH:3][N:4]2[CH:9]=[CH:8][N:7]=[CH:6][C:5]=12. The catalyst is CO.O=[Pt]=O. The product is [N:1]1[C:2]([NH:10][C:11](=[O:14])[CH2:12][CH3:13])=[CH:3][N:4]2[CH2:9][CH2:8][NH:7][CH2:6][C:5]=12. The yield is 0.730. (7) The reactants are Br[C:2]1[CH:3]=[C:4]([C:8]2[CH:13]=[CH:12][CH:11]=[CH:10][CH:9]=2)[CH:5]=[CH:6][CH:7]=1.[O:14]1CCC[CH2:15]1.C([Li])CCC.CN(C)C=O. The catalyst is O. The product is [C:8]1([C:4]2[CH:3]=[C:2]([CH:7]=[CH:6][CH:5]=2)[CH:15]=[O:14])[CH:9]=[CH:10][CH:11]=[CH:12][CH:13]=1. The yield is 0.790. (8) The reactants are Br[C:2]1[CH:3]=[C:4]([CH:9]=[C:10]([C:12]([F:15])([F:14])[F:13])[CH:11]=1)[C:5]([O:7][CH3:8])=[O:6].O.[CH3:17][N:18]1[CH:22]=[C:21](B2OC(C)(C)C(C)(C)O2)[CH:20]=[N:19]1.C(=O)([O-])[O-].[Na+].[Na+]. The catalyst is O1CCOCC1.CCOC(C)=O.CCCCCC. The product is [CH3:17][N:18]1[CH:22]=[C:21]([C:2]2[CH:3]=[C:4]([CH:9]=[C:10]([C:12]([F:15])([F:14])[F:13])[CH:11]=2)[C:5]([O:7][CH3:8])=[O:6])[CH:20]=[N:19]1. The yield is 1.00. (9) The product is [CH3:1][N:2]1[C:6]([CH3:7])=[C:5]([C:8]2[CH:13]=[CH:12][C:11]([NH:14][C:15]3[N:24]=[CH:25][C:26]4[CH:32]=[CH:31][N:30]=[C:29]([NH:33][CH2:34][C:35]([CH3:38])([CH3:37])[CH3:36])[C:27]=4[N:28]=3)=[C:10]([O:17][CH3:18])[CH:9]=2)[CH:4]=[N:3]1. The reactants are [CH3:1][N:2]1[C:6]([CH3:7])=[C:5]([C:8]2[CH:13]=[CH:12][C:11]([NH:14][CH:15]=O)=[C:10]([O:17][CH3:18])[CH:9]=2)[CH:4]=[N:3]1.CS(C1[N:24]=[CH:25][C:26]2[CH:32]=[CH:31][N:30]=[C:29]([NH:33][CH2:34][C:35]([CH3:38])([CH3:37])[CH3:36])[C:27]=2[N:28]=1)(=O)=O. The yield is 0.0800. No catalyst specified.